From a dataset of Full USPTO retrosynthesis dataset with 1.9M reactions from patents (1976-2016). Predict the reactants needed to synthesize the given product. Given the product [CH:11]1([N:7]([C:8]2[S:9][CH:18]=[C:19]([C:21]3[CH:26]=[CH:25][C:24]([CH:27]([CH3:29])[CH3:28])=[CH:23][CH:22]=3)[N:10]=2)[CH2:6][CH2:5][CH2:4][C:3]([OH:2])=[O:16])[CH2:15][CH2:14][CH2:13][CH2:12]1, predict the reactants needed to synthesize it. The reactants are: C[O:2][C:3](=[O:16])[CH2:4][CH2:5][CH2:6][N:7]([CH:11]1[CH2:15][CH2:14][CH2:13][CH2:12]1)[C:8]([NH2:10])=[S:9].Br[CH2:18][C:19]([C:21]1[CH:26]=[CH:25][C:24]([CH:27]([CH3:29])[CH3:28])=[CH:23][CH:22]=1)=O.